This data is from Forward reaction prediction with 1.9M reactions from USPTO patents (1976-2016). The task is: Predict the product of the given reaction. (1) Given the reactants F[C:2]1[CH:7]=[C:6]([O:8][CH3:9])[CH:5]=[C:4]([F:10])[C:3]=1[Br:11].[CH2:12]([OH:14])[CH3:13], predict the reaction product. The product is: [CH2:12]([O:14][C:2]1[CH:7]=[C:6]([O:8][CH3:9])[CH:5]=[C:4]([F:10])[C:3]=1[Br:11])[CH3:13]. (2) Given the reactants [CH3:1][O:2][C:3]([C:5]1[C:10]([C:11]([F:14])([F:13])[F:12])=[N:9][C:8](N)=[C:7]([C:16]2[CH:21]=[CH:20][C:19]([Cl:22])=[CH:18][CH:17]=2)[N:6]=1)=[O:4].C(ON=O)CC(C)C.C[Si](C)(C)[Br:33].C(=O)(O)[O-].[Na+], predict the reaction product. The product is: [CH3:1][O:2][C:3]([C:5]1[C:10]([C:11]([F:14])([F:13])[F:12])=[N:9][C:8]([Br:33])=[C:7]([C:16]2[CH:21]=[CH:20][C:19]([Cl:22])=[CH:18][CH:17]=2)[N:6]=1)=[O:4]. (3) The product is: [CH:2]([C:4]1[CH:9]=[CH:8][C:7]([S:10]([Cl:16])(=[O:13])=[O:11])=[CH:6][CH:5]=1)=[CH2:3]. Given the reactants [Na+].[CH:2]([C:4]1[CH:9]=[CH:8][C:7]([S:10]([O-:13])(=O)=[O:11])=[CH:6][CH:5]=1)=[CH2:3].S(Cl)([Cl:16])=O, predict the reaction product. (4) Given the reactants Cl.[NH2:2][OH:3].[CH2:4]1[CH2:14][C:12](=O)[C:11]2[C:6](=[CH:7][CH:8]=[CH:9][CH:10]=2)[CH2:5]1, predict the reaction product. The product is: [C:12]1(=[N:2][OH:3])[C:11]2[C:6](=[CH:7][CH:8]=[CH:9][CH:10]=2)[CH2:5][CH2:4][CH2:14]1.